From a dataset of Antibody paratope prediction from SAbDab with 1,023 antibody chains. Token-level Classification. Given an antibody amino acid sequence, predict which amino acid positions are active in antigen binding. Output is a list of indices for active paratope positions. The paratope positions are: [51, 80, 81, 82]. Given the antibody sequence: ESVEESGGRLVTPGTPLTLTCTVSGFSLSSYPMNWVRQAPGKGLEWIGGIGTSGNIWYASWAKGRFIISRASSTTVDLKVTSPTTEDTATYFCARGLYNDYTVWGPGTLVTVSS, which amino acid positions are active in antigen binding (paratope)?